The task is: Predict the product of the given reaction.. This data is from Forward reaction prediction with 1.9M reactions from USPTO patents (1976-2016). (1) Given the reactants [CH2:1]([O:8][CH2:9][CH:10]([OH:27])[CH2:11][O:12][C:13]1[CH:14]=[C:15]2[C:20](=[CH:21][CH:22]=1)[CH2:19][N:18]([S:23]([CH3:26])(=[O:25])=[O:24])[CH2:17][CH2:16]2)[C:2]1[CH:7]=[CH:6][CH:5]=[CH:4][CH:3]=1.[CH3:28][S:29](N1CCC2C(=CC=C([N+]([O-])=O)C=2)C1)(=[O:31])=[O:30], predict the reaction product. The product is: [CH3:28][S:29]([O:27][CH:10]([CH2:11][O:12][C:13]1[CH:14]=[C:15]2[C:20](=[CH:21][CH:22]=1)[CH2:19][N:18]([S:23]([CH3:26])(=[O:24])=[O:25])[CH2:17][CH2:16]2)[CH2:9][O:8][CH2:1][C:2]1[CH:7]=[CH:6][CH:5]=[CH:4][CH:3]=1)(=[O:31])=[O:30]. (2) Given the reactants C([O:3][C:4]([C:6]1[NH:7][C:8]2[C:13]([CH:14]=1)=[CH:12][C:11]([N+:15]([O-:17])=[O:16])=[CH:10][CH:9]=2)=[O:5])C.C(O)C, predict the reaction product. The product is: [N+:15]([C:11]1[CH:12]=[C:13]2[C:8](=[CH:9][CH:10]=1)[NH:7][C:6]([C:4]([OH:5])=[O:3])=[CH:14]2)([O-:17])=[O:16]. (3) Given the reactants [CH:1]([C:3]1[N:4]=[C:5]2[C:10]([N:11]3[CH2:16][CH2:15][O:14][CH2:13][CH2:12]3)=[CH:9][CH:8]=[N:7][N:6]2[C:17]=1[C:18]1[CH:30]=[CH:29][C:21]([C:22]([O:24][C:25]([CH3:28])([CH3:27])[CH3:26])=[O:23])=[CH:20][CH:19]=1)=O.[CH3:31][C:32]1[CH:41]=[CH:40][C:39]2[C:34](=[CH:35][CH:36]=[CH:37][CH:38]=2)[N:33]=1.Cl[Si](C)(C)C.O, predict the reaction product. The product is: [O:14]1[CH2:15][CH2:16][N:11]([C:10]2[C:5]3[N:6]([C:17]([C:18]4[CH:30]=[CH:29][C:21]([C:22]([O:24][C:25]([CH3:27])([CH3:28])[CH3:26])=[O:23])=[CH:20][CH:19]=4)=[C:3](/[CH:1]=[CH:31]/[C:32]4[CH:41]=[CH:40][C:39]5[C:34](=[CH:35][CH:36]=[CH:37][CH:38]=5)[N:33]=4)[N:4]=3)[N:7]=[CH:8][CH:9]=2)[CH2:12][CH2:13]1. (4) Given the reactants [CH3:1][O:2][C:3](=[O:21])[C:4]1[CH:9]=[CH:8][C:7]([O:10][CH3:11])=[CH:6][C:5]=1[C:12]([CH3:20])([CH3:19])[C:13]#[C:14][Si](C)(C)C.[F-].C([N+](CCCC)(CCCC)CCCC)CCC.[Cl-].[NH4+], predict the reaction product. The product is: [CH3:1][O:2][C:3](=[O:21])[C:4]1[CH:9]=[CH:8][C:7]([O:10][CH3:11])=[CH:6][C:5]=1[C:12]([CH3:19])([CH3:20])[C:13]#[CH:14].